From a dataset of Reaction yield outcomes from USPTO patents with 853,638 reactions. Predict the reaction yield, written as a fraction of the theoretical maximum amount of product (1.0 means a 100% yield; for example, 0.34 means a 34% yield). (1) The reactants are C([O:9][C@@H:10]1[C@@H:36]([O:37]C(=O)C2C=CC=CC=2)[C@H:35]([C@@H:46]([CH2:56][O:57]C(=O)C2C=CC=CC=2)[O:47]C(=O)C2C=CC=CC=2)[O:34][C@H:11]1[S:12][CH:13]([CH2:24][CH2:25][CH2:26][CH2:27][CH2:28][CH2:29][CH2:30][CH2:31][CH2:32][CH3:33])[CH2:14][CH2:15][CH2:16][CH2:17][CH2:18][CH2:19][CH2:20][CH2:21][CH2:22][CH3:23])(=O)C1C=CC=CC=1. The catalyst is CCOC(C)=O. The product is [S:12]([CH:13]([CH2:24][CH2:25][CH2:26][CH2:27][CH2:28][CH2:29][CH2:30][CH2:31][CH2:32][CH3:33])[CH2:14][CH2:15][CH2:16][CH2:17][CH2:18][CH2:19][CH2:20][CH2:21][CH2:22][CH3:23])[C@@H:11]1[O:34][C@@H:35]([C@@H:46]([CH2:56][OH:57])[OH:47])[C@H:36]([OH:37])[C@H:10]1[OH:9]. The yield is 0.740. (2) The yield is 0.900. The product is [O:22]1[C:26]2[CH:27]=[CH:28][CH:29]=[CH:30][C:25]=2[CH:24]=[C:23]1[C:2]1[C:10]2[C:5](=[CH:6][CH:7]=[C:8]([C:11]([O:13][CH2:14][CH3:15])=[O:12])[CH:9]=2)[N:4]([CH:16]2[CH2:21][CH2:20][CH2:19][CH2:18][O:17]2)[N:3]=1. The reactants are Br[C:2]1[C:10]2[C:5](=[CH:6][CH:7]=[C:8]([C:11]([O:13][CH2:14][CH3:15])=[O:12])[CH:9]=2)[N:4]([CH:16]2[CH2:21][CH2:20][CH2:19][CH2:18][O:17]2)[N:3]=1.[O:22]1[C:26]2[CH:27]=[CH:28][CH:29]=[CH:30][C:25]=2[CH:24]=[C:23]1B(O)O.ClCCl.P([O-])([O-])([O-])=O.[K+].[K+].[K+]. The catalyst is COCCOC. (3) The yield is 0.640. The product is [C:5]([C:9]1[CH:10]=[C:11]([CH:19]=[CH:20][C:21]2[CH:22]=[C:23]([CH:24]=[CH:46][C:47]3[CH:54]=[CH:53][C:50]([CH3:51])=[CH:49][CH:48]=3)[CH:26]=[C:27]([CH:29]=[CH:30][C:31]3[CH:36]=[C:35]([C:37]([CH3:40])([CH3:39])[CH3:38])[CH:34]=[C:33]([C:41]([CH3:44])([CH3:43])[CH3:42])[CH:32]=3)[CH:28]=2)[CH:12]=[C:13]([C:15]([CH3:18])([CH3:17])[CH3:16])[CH:14]=1)([CH3:8])([CH3:7])[CH3:6]. The catalyst is C(OCC)C.C1(C)C=CC=CC=1. The reactants are [O-]CC.[Li+].[C:5]([C:9]1[CH:10]=[C:11]([CH:19]=[CH:20][C:21]2[CH:22]=[C:23]([CH:26]=[C:27]([CH:29]=[CH:30][C:31]3[CH:36]=[C:35]([C:37]([CH3:40])([CH3:39])[CH3:38])[CH:34]=[C:33]([C:41]([CH3:44])([CH3:43])[CH3:42])[CH:32]=3)[CH:28]=2)[CH:24]=O)[CH:12]=[C:13]([C:15]([CH3:18])([CH3:17])[CH3:16])[CH:14]=1)([CH3:8])([CH3:7])[CH3:6].[Cl-].[CH3:46][C:47]1[CH:54]=[CH:53][C:50]([CH2:51][PH3+])=[CH:49][CH:48]=1.II.